From a dataset of Experimentally validated miRNA-target interactions with 360,000+ pairs, plus equal number of negative samples. Binary Classification. Given a miRNA mature sequence and a target amino acid sequence, predict their likelihood of interaction. (1) The miRNA is hsa-miR-4440 with sequence UGUCGUGGGGCUUGCUGGCUUG. The protein sequence of the target gene is MKPPAACAGDMADAASPCSVVNDLRWDLSAQQIEERTRELIEQTKRVYDQVGTQEFEDVSYESTLKALADVEVTYTVQRNILDFPQHVSPSKDIRTASTEADKKLSEFDVEMSMREDVYQRIVWLQEKVQKDSLRPEAARYLERLIKLGRRNGLHLPRETQENIKRIKKKLSLLCIDFNKNLNEDTTFLPFTLQELGGLPEDFLNSLEKMEDGKLKVTLKYPHYFPLLKKCHVPETRRKVEEAFNCRCKEENCAILKELVTLRAQKSRLLGFHTHADYVLEMNMAKTSQTVATFLDELAQ.... Result: 0 (no interaction). (2) The miRNA is mmu-miR-363-5p with sequence CAGGUGGAACACGAUGCAAUUU. The protein sequence of the target gene is MEPAVSLAVCALLFLLWVRVKGLEFVLIHQRWVFVCLFLLPLSLIFDIYYYVRAWVVFKLSSAPRLHEQRVRDIQKQVREWKEQGSKTFMCTGRPGWLTVSLRVGKYKKTHKNIMINLMDILEVDTKKQIVRVEPLVSMGQVTALLNSIGWTLPVLPELDDLTVGGLIMGTGIESSSHKYGLFQHICTAYELILADGSFVRCTPSENSDLFYAVPWSCGTLGFLVAAEIRIIPAKKYVKLRFEPVRGLEAICEKFTRESQRLENHFVEGLLYSLDEAVIMTGVMTDDVEPSKLNSIGSYY.... Result: 0 (no interaction). (3) The miRNA is hsa-miR-221-3p with sequence AGCUACAUUGUCUGCUGGGUUUC. The protein sequence of the target gene is MEFSWGSGQESRRLLLLLLLLAAWEAGNGQLHYSVSEEAKHGTFVGRIAQDLGLELAELVPRLFRVASKGRGGLLEVNLQNGILFVNSRIDREELCRRSAECSIHLEVIVDRPLQVFHVDVEVRDINDNPPVFPATQKNLSIAESRPLDSRFPLEGASDADIGENALLTYRLSPNEYFSLEKPPDDELVKGLGLILRKSLDREEAPEIFLVLTATDGGKPELTGTVQLLITVLDANDNAPAFDRTIYKVRLLENVPNGTLVIKLNASDLDEGLNGDIVYSFSNDISPNVKSKFHIDPITG.... Result: 1 (interaction).